Regression. Given two drug SMILES strings and cell line genomic features, predict the synergy score measuring deviation from expected non-interaction effect. From a dataset of NCI-60 drug combinations with 297,098 pairs across 59 cell lines. (1) Drug 1: CCC1=C2CN3C(=CC4=C(C3=O)COC(=O)C4(CC)O)C2=NC5=C1C=C(C=C5)O. Drug 2: CC1CCCC2(C(O2)CC(NC(=O)CC(C(C(=O)C(C1O)C)(C)C)O)C(=CC3=CSC(=N3)C)C)C. Cell line: UACC62. Synergy scores: CSS=70.4, Synergy_ZIP=-2.53, Synergy_Bliss=-3.92, Synergy_Loewe=-1.00, Synergy_HSA=3.51. (2) Drug 1: CC1C(C(CC(O1)OC2CC(CC3=C2C(=C4C(=C3O)C(=O)C5=C(C4=O)C(=CC=C5)OC)O)(C(=O)C)O)N)O.Cl. Drug 2: CN(C(=O)NC(C=O)C(C(C(CO)O)O)O)N=O. Cell line: SNB-19. Synergy scores: CSS=3.27, Synergy_ZIP=-7.99, Synergy_Bliss=-6.81, Synergy_Loewe=-7.01, Synergy_HSA=-6.35.